This data is from Full USPTO retrosynthesis dataset with 1.9M reactions from patents (1976-2016). The task is: Predict the reactants needed to synthesize the given product. (1) Given the product [O:17]=[C:16]1[C:5](=[O:6])[CH:4]([C:1]#[N:3])[CH2:14][NH:15]1, predict the reactants needed to synthesize it. The reactants are: [C:1]([NH2:3])#N.[C:4](OCC)(=O)[C:5](OCC)=[O:6].[CH3:14][N:15](C)[CH:16]=[O:17]. (2) Given the product [CH3:1][N:2]1[CH2:7][CH2:6][N:5]([C:8]2[N:13]=[CH:12][C:11]([NH:14][C:33]([C:26]3[C:27]4[N:28]=[CH:29][CH:30]=[N:31][C:32]=4[C:23]([C:17]4[C:18]([CH3:22])=[CH:19][CH:20]=[CH:21][C:16]=4[CH3:15])=[CH:24][CH:25]=3)=[O:34])=[CH:10][CH:9]=2)[CH2:4][CH2:3]1, predict the reactants needed to synthesize it. The reactants are: [CH3:1][N:2]1[CH2:7][CH2:6][N:5]([C:8]2[N:13]=[CH:12][C:11]([NH2:14])=[CH:10][CH:9]=2)[CH2:4][CH2:3]1.[CH3:15][C:16]1[CH:21]=[CH:20][CH:19]=[C:18]([CH3:22])[C:17]=1[C:23]1[C:32]2[N:31]=[CH:30][CH:29]=[N:28][C:27]=2[C:26]([C:33](O)=[O:34])=[CH:25][CH:24]=1. (3) The reactants are: [Br:1][C:2]1[CH:7]=[C:6]([C:8]([F:11])([F:10])[F:9])[CH:5]=[CH:4][C:3]=1/[CH:12]=[CH:13]/[C:14]([OH:16])=O.[NH2:17][C:18]1[CH:26]=[CH:25][C:21]2[N:22]=[CH:23][S:24][C:20]=2[CH:19]=1. Given the product [S:24]1[C:20]2[CH:19]=[C:18]([NH:17][C:14](=[O:16])/[CH:13]=[CH:12]/[C:3]3[CH:4]=[CH:5][C:6]([C:8]([F:9])([F:10])[F:11])=[CH:7][C:2]=3[Br:1])[CH:26]=[CH:25][C:21]=2[N:22]=[CH:23]1, predict the reactants needed to synthesize it. (4) Given the product [F:1][C:2]1[CH:3]=[C:4]([C:34]2[CH:39]=[CH:38][CH:37]=[CH:36][C:35]=2[C:40]2[NH:48][N:47]=[N:46][N:41]=2)[CH:5]=[CH:6][C:7]=1[CH2:8][C:9]1[C:10](=[O:33])[N:11]([C@H:21]2[CH2:26][CH2:25][C@H:24]([O:27][CH2:28][C:29]([OH:32])([CH3:30])[CH3:31])[CH2:23][CH2:22]2)[C:12]2[N:13]([N:18]=[CH:19][CH:20]=2)[C:14]=1[CH2:15][CH2:16][CH3:17], predict the reactants needed to synthesize it. The reactants are: [F:1][C:2]1[CH:3]=[C:4]([C:34]2[C:35]([C:40]#[N:41])=[CH:36][CH:37]=[CH:38][CH:39]=2)[CH:5]=[CH:6][C:7]=1[CH2:8][C:9]1[C:10](=[O:33])[N:11]([C@H:21]2[CH2:26][CH2:25][C@H:24]([O:27][CH2:28][C:29]([OH:32])([CH3:31])[CH3:30])[CH2:23][CH2:22]2)[C:12]2[N:13]([N:18]=[CH:19][CH:20]=2)[C:14]=1[CH2:15][CH2:16][CH3:17].C[Si]([N:46]=[N+:47]=[N-:48])(C)C.C([Sn](=O)CCCC)CCC.C1(C)C=CC=CC=1. (5) The reactants are: Br[CH2:2][C:3]([N:5]1[CH2:14][CH2:13][C:12]2[C:7](=[CH:8][CH:9]=[C:10]([C:16]3[N:20]=[C:19]([C:21]4[CH:26]=[CH:25][C:24]([O:27][CH:28]([CH3:30])[CH3:29])=[C:23]([Cl:31])[CH:22]=4)[O:18][N:17]=3)[C:11]=2[CH3:15])[CH2:6]1)=[O:4].[C:32](=[O:35])([O-])[O-].[K+].[K+].[NH:38](CCO)[CH2:39][CH2:40][OH:41]. Given the product [ClH:31].[Cl:31][C:23]1[CH:22]=[C:21]([C:19]2[O:18][N:17]=[C:16]([C:10]3[C:11]([CH3:15])=[C:12]4[C:7](=[CH:8][CH:9]=3)[CH2:6][N:5]([C:3](=[O:4])[CH2:2][NH:38][CH:39]([CH2:32][OH:35])[CH2:40][OH:41])[CH2:14][CH2:13]4)[N:20]=2)[CH:26]=[CH:25][C:24]=1[O:27][CH:28]([CH3:30])[CH3:29], predict the reactants needed to synthesize it. (6) Given the product [Cl:19][C:20]1[CH:25]=[CH:24][C:23]([O:29][CH3:30])=[C:22]([C:2]2[CH:7]=[CH:6][C:5]([S:8]([C:11]3[CH:16]=[CH:15][C:14]([F:17])=[CH:13][CH:12]=3)(=[O:10])=[O:9])=[CH:4][C:3]=2[F:18])[CH:21]=1, predict the reactants needed to synthesize it. The reactants are: Br[C:2]1[CH:7]=[CH:6][C:5]([S:8]([C:11]2[CH:16]=[CH:15][C:14]([F:17])=[CH:13][CH:12]=2)(=[O:10])=[O:9])=[CH:4][C:3]=1[F:18].[Cl:19][C:20]1[CH:21]=[CH:22][C:23]([O:29][CH3:30])=[C:24](B(O)O)[CH:25]=1.